From a dataset of Peptide-MHC class I binding affinity with 185,985 pairs from IEDB/IMGT. Regression. Given a peptide amino acid sequence and an MHC pseudo amino acid sequence, predict their binding affinity value. This is MHC class I binding data. (1) The peptide sequence is HQNSKKTTK. The MHC is HLA-A03:01 with pseudo-sequence HLA-A03:01. The binding affinity (normalized) is 0.353. (2) The MHC is HLA-B27:03 with pseudo-sequence HLA-B27:03. The peptide sequence is SQLPPACPV. The binding affinity (normalized) is 0.0847.